This data is from Retrosynthesis with 50K atom-mapped reactions and 10 reaction types from USPTO. The task is: Predict the reactants needed to synthesize the given product. (1) Given the product CN(C)CCn1c(=O)[nH]c2cc(CO)ccc21, predict the reactants needed to synthesize it. The reactants are: COC(=O)c1ccc2c(c1)[nH]c(=O)n2CCN(C)C. (2) The reactants are: CCCOc1ccc(-c2ncc(CC(=O)OC)cn2)c(C(F)(F)F)c1.O=C1CCC(=O)N1Br. Given the product CCCOc1ccc(-c2ncc(C(Br)C(=O)OC)cn2)c(C(F)(F)F)c1, predict the reactants needed to synthesize it.